From a dataset of HIV replication inhibition screening data with 41,000+ compounds from the AIDS Antiviral Screen. Binary Classification. Given a drug SMILES string, predict its activity (active/inactive) in a high-throughput screening assay against a specified biological target. (1) The molecule is CSC1=NC(=Cc2ccco2)C(=O)N1CN1CCOCC1. The result is 0 (inactive). (2) The drug is O=C(O)c1sccc1Cc1ccsc1. The result is 0 (inactive). (3) The result is 0 (inactive). The drug is CC(=O)Nc1cccc(N2C(=O)C(=Cc3cccc(Oc4ccccc4)c3)S(=O)(=O)C2c2ccccc2)c1. (4) The molecule is Brc1ccc(-c2nc3sc(-c4ccc5c(c4)OCO5)nn3c2Br)cc1. The result is 0 (inactive). (5) The compound is O=C1CCCCCC1=Cc1ccc(Cl)cc1. The result is 0 (inactive). (6) The drug is CN1C2CCC1CC(C)(O)C2. The result is 0 (inactive).